The task is: Predict the product of the given reaction.. This data is from Forward reaction prediction with 1.9M reactions from USPTO patents (1976-2016). (1) Given the reactants C[O:2][C:3]([C:5]1[CH:10]=[CH:9][C:8]([C:11]([O:13][CH3:14])=[O:12])=[CH:7][N:6]=1)=O.[Cl-].[Cl-].[Ca+2].[BH4-].[Na+].[NH4+].[Cl-], predict the reaction product. The product is: [OH:2][CH2:3][C:5]1[CH:10]=[CH:9][C:8]([C:11]([O:13][CH3:14])=[O:12])=[CH:7][N:6]=1. (2) Given the reactants [Cl:1][C:2]1[CH:17]=[CH:16][C:5]([O:6][CH2:7][CH2:8][C@@H:9]([O:11]S(C)(=O)=O)[CH3:10])=[C:4]([O:18][C:19]2[CH:24]=[CH:23][CH:22]=[CH:21][CH:20]=2)[CH:3]=1.C[O:26][C:27](=[O:38])[CH2:28][CH2:29][C:30]1[CH:35]=[CH:34][C:33](O)=[CH:32][C:31]=1[CH3:37], predict the reaction product. The product is: [Cl:1][C:2]1[CH:17]=[CH:16][C:5]([O:6][CH2:7][CH2:8][CH:9]([CH3:10])[O:11][C:33]2[CH:34]=[CH:35][C:30]([CH2:29][CH2:28][C:27]([OH:38])=[O:26])=[C:31]([CH3:37])[CH:32]=2)=[C:4]([O:18][C:19]2[CH:24]=[CH:23][CH:22]=[CH:21][CH:20]=2)[CH:3]=1. (3) Given the reactants Cl.Cl.[O:3]1[C:8]2=[CH:9][CH:10]=[CH:11][C:7]2=[CH:6][C:5]([CH:12]2[CH2:17][CH2:16][CH2:15][CH2:14][N:13]2[CH2:18][CH2:19][C@H:20]2[CH2:25][CH2:24][C@H:23]([NH2:26])[CH2:22][CH2:21]2)=[CH:4]1.[CH:27]1([C:33]2[CH:41]=[CH:40][C:36]([C:37](O)=[O:38])=[CH:35][CH:34]=2)[CH2:32][CH2:31][CH2:30][CH2:29][CH2:28]1, predict the reaction product. The product is: [O:3]1[C:8]2=[CH:9][CH:10]=[CH:11][C:7]2=[CH:6][C:5]([CH:12]2[CH2:17][CH2:16][CH2:15][CH2:14][N:13]2[CH2:18][CH2:19][C@H:20]2[CH2:21][CH2:22][C@H:23]([NH:26][C:37](=[O:38])[C:36]3[CH:40]=[CH:41][C:33]([CH:27]4[CH2:32][CH2:31][CH2:30][CH2:29][CH2:28]4)=[CH:34][CH:35]=3)[CH2:24][CH2:25]2)=[CH:4]1. (4) Given the reactants [C:9](O[C:9]([O:11][C:12]([CH3:15])([CH3:14])[CH3:13])=[O:10])([O:11][C:12]([CH3:15])([CH3:14])[CH3:13])=[O:10].CN(C1C=CC=CN=1)C.Cl.[Cl:26][C:27]1[C:28]2[CH:41]=[C:40]([CH3:42])[NH:39][C:29]=2[N:30]=[C:31]([C:33]2[CH:38]=[CH:37][CH:36]=[CH:35][CH:34]=2)[N:32]=1, predict the reaction product. The product is: [C:12]([O:11][C:9]([N:39]1[C:29]2[N:30]=[C:31]([C:33]3[CH:38]=[CH:37][CH:36]=[CH:35][CH:34]=3)[N:32]=[C:27]([Cl:26])[C:28]=2[CH:41]=[C:40]1[CH3:42])=[O:10])([CH3:13])([CH3:14])[CH3:15].